This data is from Catalyst prediction with 721,799 reactions and 888 catalyst types from USPTO. The task is: Predict which catalyst facilitates the given reaction. (1) Reactant: [S:1]([N:11]1[C:15]2=[N:16][CH:17]=[C:18]([CH2:20][NH2:21])[N:19]=[C:14]2[CH:13]=[CH:12]1)([C:4]1[CH:10]=[CH:9][C:7]([CH3:8])=[CH:6][CH:5]=1)(=[O:3])=[O:2].[C:22]1([C:28]([C:30]2[CH:35]=[CH:34][CH:33]=[CH:32][CH:31]=2)=N)[CH:27]=[CH:26][CH:25]=[CH:24][CH:23]=1. Product: [C:22]1([C:28]([C:30]2[CH:31]=[CH:32][CH:33]=[CH:34][CH:35]=2)=[N:21][CH2:20][C:18]2[N:19]=[C:14]3[CH:13]=[CH:12][N:11]([S:1]([C:4]4[CH:5]=[CH:6][C:7]([CH3:8])=[CH:9][CH:10]=4)(=[O:2])=[O:3])[C:15]3=[N:16][CH:17]=2)[CH:27]=[CH:26][CH:25]=[CH:24][CH:23]=1. The catalyst class is: 2. (2) Reactant: [Br:1][C:2]1[CH:12]=[C:11]([O:13][CH3:14])[C:10]([O:15][CH2:16][C:17]2[CH:22]=[CH:21][C:20]([O:23][CH3:24])=[CH:19][CH:18]=2)=[CH:9][C:3]=1[C:4]([O:6]CC)=[O:5].O.CO. The catalyst class is: 1. Product: [Br:1][C:2]1[CH:12]=[C:11]([O:13][CH3:14])[C:10]([O:15][CH2:16][C:17]2[CH:22]=[CH:21][C:20]([O:23][CH3:24])=[CH:19][CH:18]=2)=[CH:9][C:3]=1[C:4]([OH:6])=[O:5]. (3) Reactant: [C:1]1(=[O:7])[NH:6][CH2:5][CH2:4][CH2:3][CH2:2]1.[H-].[Na+].[Cl:10][C:11]1[CH:12]=[C:13]([CH:16]=[CH:17][C:18]=1[F:19])[CH2:14]Br. Product: [Cl:10][C:11]1[CH:12]=[C:13]([CH:16]=[CH:17][C:18]=1[F:19])[CH2:14][N:6]1[CH2:5][CH2:4][CH2:3][CH2:2][C:1]1=[O:7]. The catalyst class is: 60. (4) Reactant: [CH3:1][C:2]1[N:7]=[CH:6][C:5]([C:8](=[O:10])[CH3:9])=[CH:4][CH:3]=1.[BH4-].[Na+]. Product: [CH3:1][C:2]1[N:7]=[CH:6][C:5]([CH:8]([OH:10])[CH3:9])=[CH:4][CH:3]=1. The catalyst class is: 8. (5) Reactant: Br[C:2]1[CH:7]=[CH:6][C:5]([S:8][CH2:9][CH:10]2[CH2:12][CH2:11]2)=[CH:4][CH:3]=1.[C:13]([O-])(=O)[CH3:14].[K+].B1(B2O[C:30]([CH3:33])(C)[C:29]([CH3:35])([CH3:34])O2)O[C:30](C)([CH3:33])[C:29]([CH3:35])([CH3:34])O1.CN(C=O)C.[C:41]([O:44][CH2:45][CH3:46])(=[O:43])C. Product: [CH:29]1(/[CH:30]=[C:33](\[C:2]2[CH:7]=[CH:6][C:5]([S:8][CH2:9][CH:10]3[CH2:12][CH2:11]3)=[CH:4][CH:3]=2)/[C:41]([O:44][CH2:45][CH3:46])=[O:43])[CH2:34][CH2:14][CH2:13][CH2:35]1. The catalyst class is: 6. (6) Reactant: [NH2:1][C:2]1[CH:7]=[CH:6][C:5]([C:8]([CH3:12])([CH3:11])[C:9]#[N:10])=[CH:4][CH:3]=1.[Cl:13][C:14]1[CH:22]=[C:21]([O:23][CH3:24])[C:20]([O:25][CH3:26])=[CH:19][C:15]=1[C:16](O)=[O:17].C1C=CC2N(O)N=NC=2C=1.C(Cl)CCl. Product: [Cl:13][C:14]1[CH:22]=[C:21]([O:23][CH3:24])[C:20]([O:25][CH3:26])=[CH:19][C:15]=1[C:16]([NH:1][C:2]1[CH:3]=[CH:4][C:5]([C:8]([C:9]#[N:10])([CH3:12])[CH3:11])=[CH:6][CH:7]=1)=[O:17]. The catalyst class is: 258.